Dataset: Catalyst prediction with 721,799 reactions and 888 catalyst types from USPTO. Task: Predict which catalyst facilitates the given reaction. (1) Reactant: [CH2:1]([O:8][C:9]([NH:11][CH:12]([CH2:17]OS(C1C=CC(C)=CC=1)(=O)=O)[C:13]([O:15][CH3:16])=[O:14])=[O:10])[C:2]1[CH:7]=[CH:6][CH:5]=[CH:4][CH:3]=1.[CH3:29][C:30](C)([O-])[CH3:31].[K+].C(Br)C=C.O. Product: [CH2:31]([N:11]([C:9]([O:8][CH2:1][C:2]1[CH:3]=[CH:4][CH:5]=[CH:6][CH:7]=1)=[O:10])[C:12](=[CH2:17])[C:13]([O:15][CH3:16])=[O:14])[CH:30]=[CH2:29]. The catalyst class is: 1. (2) The catalyst class is: 1. Product: [N:29]1([C:35]([NH:19][C@@H:15]([CH2:14][S:13][CH2:12]/[CH:11]=[C:10](\[CH3:20])/[CH2:9][CH2:8]/[CH:7]=[C:6](\[CH3:21])/[CH2:5][CH2:4][CH:3]=[C:2]([CH3:22])[CH3:1])[C:16]([OH:18])=[O:17])=[O:36])[CH2:34][CH2:33][O:32][CH2:31][CH2:30]1. Reactant: [CH3:1][C:2]([CH3:22])=[CH:3][CH2:4][CH2:5]/[C:6](/[CH3:21])=[CH:7]/[CH2:8][CH2:9]/[C:10](/[CH3:20])=[CH:11]/[CH2:12][S:13][CH2:14][C@H:15]([NH2:19])[C:16]([OH:18])=[O:17].C(=O)([O-])[O-].[K+].[K+].[N:29]1([C:35](Cl)=[O:36])[CH2:34][CH2:33][O:32][CH2:31][CH2:30]1. (3) Reactant: [F:1][C:2]([F:12])([F:11])[C:3]1[N:8]=[C:7]([CH:9]=O)[CH:6]=[CH:5][CH:4]=1.[CH2:13]([NH2:15])[CH3:14]. Product: [CH2:13]([NH:15][CH2:9][C:7]1[CH:6]=[CH:5][CH:4]=[C:3]([C:2]([F:12])([F:11])[F:1])[N:8]=1)[CH3:14]. The catalyst class is: 1. (4) Reactant: CO[C:3](=[O:14])[C:4]1[C:9]([I:10])=[CH:8][C:7]([Cl:11])=[CH:6][C:5]=1[CH2:12]Br.[CH3:15][O:16][C:17]1[CH:24]=[CH:23][C:20]([CH2:21][NH2:22])=[CH:19][CH:18]=1.C([O-])([O-])=O.[K+].[K+].C(OCC)(=O)C. Product: [Cl:11][C:7]1[CH:6]=[C:5]2[C:4](=[C:9]([I:10])[CH:8]=1)[C:3](=[O:14])[N:22]([CH2:21][C:20]1[CH:23]=[CH:24][C:17]([O:16][CH3:15])=[CH:18][CH:19]=1)[CH2:12]2. The catalyst class is: 345. (5) Reactant: C(OC(=O)[NH:7][CH2:8][C:9]1[CH:14]=[CH:13][CH:12]=[C:11]([NH:15][C:16]2[S:20][C:19]([CH3:21])=[N:18][C:17]=2[C:22](=[O:31])[NH:23][C:24]2[CH:29]=[CH:28][CH:27]=[C:26]([Cl:30])[CH:25]=2)[CH:10]=1)(C)(C)C.FC(F)(F)C(O)=O. Product: [Cl:30][C:26]1[CH:25]=[C:24]([NH:23][C:22]([C:17]2[N:18]=[C:19]([CH3:21])[S:20][C:16]=2[NH:15][C:11]2[CH:12]=[CH:13][CH:14]=[C:9]([CH2:8][NH2:7])[CH:10]=2)=[O:31])[CH:29]=[CH:28][CH:27]=1. The catalyst class is: 4. (6) Reactant: CS(O[CH2:6][C@H:7]([NH:9][C:10]([O:12][C:13]([CH3:16])([CH3:15])[CH3:14])=[O:11])[CH3:8])(=O)=O.[N-:17]=[N+:18]=[N-:19].[Na+]. Product: [N:17]([CH2:6][C@@H:7]([NH:9][C:10](=[O:11])[O:12][C:13]([CH3:16])([CH3:15])[CH3:14])[CH3:8])=[N+:18]=[N-:19]. The catalyst class is: 16. (7) Reactant: CS(C)=O.Cl[C:6]1[CH:11]=[CH:10][N:9]=[C:8]([C:12]([N:14]([CH:18]([CH3:20])[CH3:19])[CH:15]([CH3:17])[CH3:16])=[O:13])[C:7]=1[CH2:21][CH3:22].[H-].[Na+].[CH3:25][C:26]1([CH3:34])[O:31][CH2:30][CH:29]([CH2:32][OH:33])[CH2:28][O:27]1. Product: [CH3:25][C:26]1([CH3:34])[O:31][CH2:30][CH:29]([CH2:32][O:33][C:6]2[CH:11]=[CH:10][N:9]=[C:8]([C:12]([N:14]([CH:18]([CH3:20])[CH3:19])[CH:15]([CH3:17])[CH3:16])=[O:13])[C:7]=2[CH2:21][CH3:22])[CH2:28][O:27]1. The catalyst class is: 13. (8) Reactant: [CH2:1]([N:8]1[C:17]([C:18]([OH:20])=[O:19])=[C:16]([C:21]2[CH:26]=[CH:25][CH:24]=[CH:23][CH:22]=2)[C:15]2[C:10](=[CH:11][CH:12]=[C:13]([O:27][CH2:28][C:29]3[CH:34]=[CH:33][CH:32]=[CH:31][CH:30]=3)[CH:14]=2)[C:9]1=[O:35])[C:2]1[CH:7]=[CH:6][CH:5]=[CH:4][CH:3]=1.CI.[C:38](=O)([O-])[O-].[K+].[K+].O. Product: [CH3:38][O:19][C:18]([C:17]1[N:8]([CH2:1][C:2]2[CH:3]=[CH:4][CH:5]=[CH:6][CH:7]=2)[C:9](=[O:35])[C:10]2[C:15]([C:16]=1[C:21]1[CH:26]=[CH:25][CH:24]=[CH:23][CH:22]=1)=[CH:14][C:13]([O:27][CH2:28][C:29]1[CH:34]=[CH:33][CH:32]=[CH:31][CH:30]=1)=[CH:12][CH:11]=2)=[O:20]. The catalyst class is: 3. (9) Reactant: C(OC([N:8]([CH:19]([C:24]1[CH:25]=[N:26][C:27]([N:30]2[CH:34]=[C:33]([C:35]([F:38])([F:37])[F:36])[CH:32]=[N:31]2)=[CH:28][CH:29]=1)[CH2:20][CH:21]([CH3:23])[CH3:22])[C:9]1[CH:18]=[CH:17][C:12]([C:13]([O:15][CH3:16])=[O:14])=[CH:11][N:10]=1)=O)(C)(C)C.FC(F)(F)C(O)=O. Product: [CH3:22][CH:21]([CH3:23])[CH2:20][CH:19]([NH:8][C:9]1[CH:18]=[CH:17][C:12]([C:13]([O:15][CH3:16])=[O:14])=[CH:11][N:10]=1)[C:24]1[CH:25]=[N:26][C:27]([N:30]2[CH:34]=[C:33]([C:35]([F:36])([F:38])[F:37])[CH:32]=[N:31]2)=[CH:28][CH:29]=1. The catalyst class is: 4.